Dataset: Forward reaction prediction with 1.9M reactions from USPTO patents (1976-2016). Task: Predict the product of the given reaction. (1) Given the reactants [CH2:1]([O:8][CH2:9][C:10]1[CH:15]=[CH:14][CH:13]=[CH:12][C:11]=1[C:16]1([CH3:21])OCCO1)[C:2]1[CH:7]=[CH:6][CH:5]=[CH:4][CH:3]=1.[H-].[Na+].[CH3:24][C:25]1([C:30]2[CH:35]=CC=CC=2CO)OCCO1.C(Br)C1C=CC=CC=1.C[N:47](C=O)C, predict the reaction product. The product is: [CH2:1]([O:8][CH2:9][C:10]1[CH:15]=[CH:14][CH:13]=[CH:12][C:11]=1[C:16]([N:47]1[CH2:35][CH2:30][CH2:25][CH2:24]1)=[CH2:21])[C:2]1[CH:3]=[CH:4][CH:5]=[CH:6][CH:7]=1. (2) Given the reactants C[O:2][C:3]([C:5]1[CH:14]=[CH:13][C:12]2[C:7](=[CH:8][CH:9]=[CH:10][CH:11]=2)[C:6]=1[O:15][CH2:16][C:17]1[CH:22]=[CH:21][C:20]([C:23]([F:26])([F:25])[F:24])=[CH:19][CH:18]=1)=[O:4].[OH-].[Na+].CO.Cl, predict the reaction product. The product is: [F:24][C:23]([F:25])([F:26])[C:20]1[CH:19]=[CH:18][C:17]([CH2:16][O:15][C:6]2[C:7]3[C:12](=[CH:11][CH:10]=[CH:9][CH:8]=3)[CH:13]=[CH:14][C:5]=2[C:3]([OH:4])=[O:2])=[CH:22][CH:21]=1.